This data is from Forward reaction prediction with 1.9M reactions from USPTO patents (1976-2016). The task is: Predict the product of the given reaction. Given the reactants [Br:1][C:2]1[CH:11]=[C:10]2[C:5]([CH:6]=[C:7](O)[C:8]([C:12]([OH:14])=[O:13])=[CH:9]2)=[CH:4][CH:3]=1.[C:16](=O)([O-])[O-].[K+].[K+].COS([O:27][CH3:28])(=O)=O, predict the reaction product. The product is: [CH3:16][O:14][C:12]([C:8]1[C:7]([O:27][CH3:28])=[CH:6][C:5]2[C:10](=[CH:11][C:2]([Br:1])=[CH:3][CH:4]=2)[CH:9]=1)=[O:13].